Task: Predict which catalyst facilitates the given reaction.. Dataset: Catalyst prediction with 721,799 reactions and 888 catalyst types from USPTO (1) Reactant: [CH3:1][C:2]1[CH:7]=[CH:6][C:5]([OH:8])=[CH:4][C:3]=1[N+:9]([O-:11])=[O:10].[C:12]([C:14]1[CH:19]=[CH:18][C:17]([CH2:20][CH2:21]O)=[CH:16][CH:15]=1)#[N:13].CCOC(/N=N/C(OCC)=O)=O.C1(P(C2C=CC=CC=2)C2C=CC=CC=2)C=CC=CC=1. Product: [C:12]([C:14]1[CH:19]=[CH:18][C:17]([CH2:20][CH2:21][O:8][C:5]2[CH:6]=[CH:7][C:2]([CH3:1])=[C:3]([N+:9]([O-:11])=[O:10])[CH:4]=2)=[CH:16][CH:15]=1)#[N:13]. The catalyst class is: 1. (2) Reactant: [F:1][C:2]1[CH:9]=[CH:8][C:5]([CH2:6][NH2:7])=[CH:4][CH:3]=1.C([O-])(O)=O.[Na+].[C:15](Cl)(=[O:17])[CH3:16]. Product: [F:1][C:2]1[CH:9]=[CH:8][C:5]([CH2:6][NH:7][C:15](=[O:17])[CH3:16])=[CH:4][CH:3]=1. The catalyst class is: 2.